Dataset: Full USPTO retrosynthesis dataset with 1.9M reactions from patents (1976-2016). Task: Predict the reactants needed to synthesize the given product. (1) Given the product [CH:20]1([NH:23][C:2]2[N:7]3[N:8]=[CH:9][CH:10]=[C:6]3[N:5]=[C:4]([CH2:11][CH2:12][C:13]3[CH:24]=[CH:19][CH:18]=[CH:17][C:14]=3[C:15]#[N:16])[CH:3]=2)[CH2:22][CH2:21]1, predict the reactants needed to synthesize it. The reactants are: Cl[C:2]1[N:7]2[N:8]=[CH:9][CH:10]=[C:6]2[N:5]=[C:4]([CH2:11][C:12]2[CH:13]=[C:14]([CH:17]=[CH:18][CH:19]=2)[C:15]#[N:16])[CH:3]=1.[CH:20]1([NH2:23])[CH2:22][CH2:21]1.[CH2:24](N(CC)CC)C.C(#N)C. (2) Given the product [CH3:24][S:25]([N:28]1[CH2:33][CH2:32][N:31]([CH2:2][CH2:3][C:4]2[CH:5]=[C:6]3[C:10](=[CH:11][CH:12]=2)[NH:9][C:8]([C:13]2[C:14](=[O:23])[NH:15][C:16]4[C:21]([CH:22]=2)=[CH:20][CH:19]=[CH:18][CH:17]=4)=[CH:7]3)[CH2:30][CH2:29]1)(=[O:27])=[O:26], predict the reactants needed to synthesize it. The reactants are: O=[CH:2][CH2:3][C:4]1[CH:5]=[C:6]2[C:10](=[CH:11][CH:12]=1)[NH:9][C:8]([C:13]1[C:14](=[O:23])[NH:15][C:16]3[C:21]([CH:22]=1)=[CH:20][CH:19]=[CH:18][CH:17]=3)=[CH:7]2.[CH3:24][S:25]([N:28]1[CH2:33][CH2:32][NH:31][CH2:30][CH2:29]1)(=[O:27])=[O:26].C(O)(=O)C.C(O[BH-](OC(=O)C)OC(=O)C)(=O)C.[Na+]. (3) Given the product [OH:6][C@H:5]([CH2:4][OH:3])[CH2:7][O:8][NH:9][C:10]([C:12]1[O:20][C:19]2[CH:18]=[CH:17][N:16]=[CH:15][C:14]=2[C:13]=1[NH:21][C:22]1[CH:27]=[CH:26][C:25]([I:28])=[CH:24][CH:23]=1)=[O:11], predict the reactants needed to synthesize it. The reactants are: CC1(C)[O:6][C@@H:5]([CH2:7][O:8][NH:9][C:10]([C:12]2[O:20][C:19]3[CH:18]=[CH:17][N:16]=[CH:15][C:14]=3[C:13]=2[NH:21][C:22]2[CH:27]=[CH:26][C:25]([I:28])=[CH:24][CH:23]=2)=[O:11])[CH2:4][O:3]1.CCOC(C)=O.CCN(CC)CC. (4) Given the product [O:2]1[CH2:6][CH2:5][CH:4]([CH2:7][NH:8][C:35]([C:32]2[CH:31]=[C:30]([CH2:29][O:28][CH2:27][C:25]3[S:26][C:22]([C:16]4[CH:21]=[CH:20][CH:19]=[CH:18][CH:17]=4)=[CH:23][CH:24]=3)[O:34][N:33]=2)=[O:36])[CH2:3]1, predict the reactants needed to synthesize it. The reactants are: Cl.[O:2]1[CH2:6][CH2:5][CH:4]([CH2:7][NH2:8])[CH2:3]1.C(N(CC)CC)C.[C:16]1([C:22]2[S:26][C:25]([CH2:27][O:28][CH2:29][C:30]3[O:34][N:33]=[C:32]([C:35](O)=[O:36])[CH:31]=3)=[CH:24][CH:23]=2)[CH:21]=[CH:20][CH:19]=[CH:18][CH:17]=1.ON1C2C=CC=CC=2N=N1.Cl.C(N=C=NCCCN(C)C)C.Cl. (5) Given the product [C:3]([C:2]#[N:1])([CH3:4])=[O:36].[N:1]1[CH:6]=[CH:5][CH:4]=[CH:3][C:2]=1[C:7]1[C:11]([C:12]2[C:21]3[C:16](=[CH:17][CH:18]=[CH:19][CH:20]=3)[N:15]=[CH:14][CH:13]=2)=[CH:10][N:9]([CH2:22][CH2:23][C:24]2[N:26]=[N:27][NH:28][N:25]=2)[N:8]=1, predict the reactants needed to synthesize it. The reactants are: [N:1]1[CH:6]=[CH:5][CH:4]=[CH:3][C:2]=1[C:7]1[C:11]([C:12]2[C:21]3[C:16](=[CH:17][CH:18]=[CH:19][CH:20]=3)[N:15]=[CH:14][CH:13]=2)=[CH:10][N:9]([CH2:22][CH2:23][C:24]#[N:25])[N:8]=1.[N-:26]=[N+:27]=[N-:28].[Na+].[Cl-].[NH4+].CN(C=[O:36])C.